From a dataset of NCI-60 drug combinations with 297,098 pairs across 59 cell lines. Regression. Given two drug SMILES strings and cell line genomic features, predict the synergy score measuring deviation from expected non-interaction effect. (1) Drug 2: C1=CC=C(C(=C1)C(C2=CC=C(C=C2)Cl)C(Cl)Cl)Cl. Drug 1: C1=CC(=C2C(=C1NCCNCCO)C(=O)C3=C(C=CC(=C3C2=O)O)O)NCCNCCO. Cell line: MDA-MB-435. Synergy scores: CSS=21.3, Synergy_ZIP=-5.41, Synergy_Bliss=4.89, Synergy_Loewe=-18.6, Synergy_HSA=4.00. (2) Drug 1: C1CCN(CC1)CCOC2=CC=C(C=C2)C(=O)C3=C(SC4=C3C=CC(=C4)O)C5=CC=C(C=C5)O. Drug 2: CNC(=O)C1=CC=CC=C1SC2=CC3=C(C=C2)C(=NN3)C=CC4=CC=CC=N4. Cell line: NCI/ADR-RES. Synergy scores: CSS=0.473, Synergy_ZIP=1.61, Synergy_Bliss=1.12, Synergy_Loewe=1.10, Synergy_HSA=-0.557. (3) Drug 1: CC12CCC3C(C1CCC2=O)CC(=C)C4=CC(=O)C=CC34C. Drug 2: CCC1(CC2CC(C3=C(CCN(C2)C1)C4=CC=CC=C4N3)(C5=C(C=C6C(=C5)C78CCN9C7C(C=CC9)(C(C(C8N6C=O)(C(=O)OC)O)OC(=O)C)CC)OC)C(=O)OC)O.OS(=O)(=O)O. Cell line: SK-MEL-2. Synergy scores: CSS=63.9, Synergy_ZIP=-0.338, Synergy_Bliss=1.69, Synergy_Loewe=-15.0, Synergy_HSA=4.30.